Dataset: Full USPTO retrosynthesis dataset with 1.9M reactions from patents (1976-2016). Task: Predict the reactants needed to synthesize the given product. (1) Given the product [CH3:20][N:21]1[C:18]([C:3]2[C:2](=[O:1])[CH:7]=[CH:6][N:5]([C:8]3[CH:13]=[CH:12][CH:11]=[C:10]([C:14]([F:17])([F:16])[F:15])[CH:9]=3)[N:4]=2)=[C:24]([C:25]2[CH:30]=[CH:29][CH:28]=[CH:27][CH:26]=2)[N:23]=[CH:22]1, predict the reactants needed to synthesize it. The reactants are: [O:1]=[C:2]1[CH:7]=[CH:6][N:5]([C:8]2[CH:13]=[CH:12][CH:11]=[C:10]([C:14]([F:17])([F:16])[F:15])[CH:9]=2)[N:4]=[C:3]1[CH:18]=O.[CH3:20][NH2:21].[CH2:22]=[N:23][CH:24](S(C1C=CC(C)=CC=1)(=O)=O)[C:25]1[CH:30]=[CH:29][CH:28]=[CH:27][CH:26]=1.C([O-])([O-])=O.[K+].[K+]. (2) Given the product [NH2:20][C:15]1[CH:16]=[C:17]([B:23]([OH:28])[OH:24])[CH:18]=[C:13]([NH:12][C:11](=[O:21])[CH:9]([N:7]([C:6]([O:5][C:1]([CH3:4])([CH3:3])[CH3:2])=[O:22])[CH3:8])[CH3:10])[N:14]=1, predict the reactants needed to synthesize it. The reactants are: [C:1]([O:5][C:6](=[O:22])[N:7]([CH:9]([C:11](=[O:21])[NH:12][C:13]1[CH:18]=[C:17](Br)[CH:16]=[C:15]([NH2:20])[N:14]=1)[CH3:10])[CH3:8])([CH3:4])([CH3:3])[CH3:2].[B:23]1(B2OCC(C)(C)CO2)[O:28]CC(C)(C)C[O:24]1.CC([O-])=O.[K+].CS(C)=O. (3) Given the product [Cl:1][C:2]1[N:7]2[N:8]=[C:9]([CH3:11])[CH:10]=[C:6]2[N:5]=[C:4]([NH:12][C:19](=[O:20])[C:18]2[CH:22]=[CH:23][C:15]([C:14]([F:25])([F:13])[F:24])=[N:16][CH:17]=2)[CH:3]=1, predict the reactants needed to synthesize it. The reactants are: [Cl:1][C:2]1[N:7]2[N:8]=[C:9]([CH3:11])[CH:10]=[C:6]2[N:5]=[C:4]([NH2:12])[CH:3]=1.[F:13][C:14]([F:25])([F:24])[C:15]1[CH:23]=[CH:22][C:18]([C:19](Cl)=[O:20])=[CH:17][N:16]=1.CN1C(=O)CCC1. (4) Given the product [F:1][C:2]([F:9])([F:8])/[CH:3]=[CH:4]/[C:5]([N:27]1[CH2:28][CH2:29][N:24]([C:23]2[S:22][CH:21]=[N:20][C:19]=2[CH3:18])[CH2:25][CH2:26]1)=[O:6], predict the reactants needed to synthesize it. The reactants are: [F:1][C:2]([F:9])([F:8])/[CH:3]=[CH:4]/[C:5](O)=[O:6].C(Cl)(=O)C(Cl)=O.Cl.Cl.[CH3:18][C:19]1[N:20]=[CH:21][S:22][C:23]=1[N:24]1[CH2:29][CH2:28][NH:27][CH2:26][CH2:25]1.C(N(C(C)C)C(C)C)C.